Dataset: Full USPTO retrosynthesis dataset with 1.9M reactions from patents (1976-2016). Task: Predict the reactants needed to synthesize the given product. (1) Given the product [CH:26]1([C:29]([O:1][C@@H:2]2[C@@H:10]([CH2:11][CH2:12][CH:13]([CH3:14])[CH3:15])[C@H:9]([CH3:16])[O:8][C:7](=[O:17])[C@@H:6]([NH:18][C:19]([O:20][C:21]([CH3:22])([CH3:24])[CH3:23])=[O:25])[CH2:5][O:4][CH2:3]2)=[O:30])[CH2:28][CH2:27]1, predict the reactants needed to synthesize it. The reactants are: [OH:1][C@@H:2]1[C@@H:10]([CH2:11][CH2:12][CH:13]([CH3:15])[CH3:14])[C@H:9]([CH3:16])[O:8][C:7](=[O:17])[C@@H:6]([NH:18][C:19](=[O:25])[O:20][C:21]([CH3:24])([CH3:23])[CH3:22])[CH2:5][O:4][CH2:3]1.[CH:26]1([C:29](Cl)=[O:30])[CH2:28][CH2:27]1.[NH4+].[Cl-]. (2) Given the product [C:29]([O:44][CH2:43][CH:8]([CH2:9][CH3:10])[CH2:7][CH2:6][CH2:5][CH3:4])(=[O:30])[CH:28]=[CH2:27].[C:1]([OH:16])(=[O:15])[CH:2]=[CH2:3], predict the reactants needed to synthesize it. The reactants are: [C:1]([O:16]C(C)C)(=[O:15])[CH2:2][CH2:3][CH2:4][CH2:5][CH2:6][CH2:7][CH2:8][CH2:9][CH2:10]CCCC.CC(/C=C/CC[CH2:27][CH2:28][C:29](NCC1C=CC(O)=C(OC)C=1)=[O:30])C.[N-]=[C:43]=[O:44]. (3) Given the product [O:18]1[CH2:19][CH2:20][N:15]([S:2]([C:5]2[CH:6]=[C:7]3[C:11](=[CH:12][CH:13]=2)[NH:10][C:9](=[O:14])[CH2:8]3)(=[O:4])=[O:3])[CH2:16][CH2:17]1, predict the reactants needed to synthesize it. The reactants are: Cl[S:2]([C:5]1[CH:6]=[C:7]2[C:11](=[CH:12][CH:13]=1)[NH:10][C:9](=[O:14])[CH2:8]2)(=[O:4])=[O:3].[NH:15]1[CH2:20][CH2:19][O:18][CH2:17][CH2:16]1. (4) Given the product [CH2:16]([O:15][C:13]([C:12]1[O:10][C:5]2[CH:4]=[CH:3][C:2]([Br:1])=[CH:9][C:6]=2[CH:7]=1)=[O:14])[CH3:17], predict the reactants needed to synthesize it. The reactants are: [Br:1][C:2]1[CH:3]=[CH:4][C:5]([OH:10])=[C:6]([CH:9]=1)[CH:7]=O.Br[CH2:12][C:13]([O:15][CH2:16][CH3:17])=[O:14].C([O-])([O-])=O.[K+].[K+].C1CCN2C(=NCCC2)CC1.